Dataset: Reaction yield outcomes from USPTO patents with 853,638 reactions. Task: Predict the reaction yield, written as a fraction of the theoretical maximum amount of product (1.0 means a 100% yield; for example, 0.34 means a 34% yield). (1) The reactants are [C:1]([N:5]1[C:10]2[CH:11]=[C:12]([Cl:15])[N:13]=[CH:14][C:9]=2[CH2:8][N:7]([C:16]2[CH:21]=[CH:20][C:19]([F:22])=[C:18]([N+:23]([O-])=O)[CH:17]=2)[C:6]1=[O:26])([CH3:4])([CH3:3])[CH3:2].Cl. The catalyst is [Fe].CCO.O. The product is [NH2:23][C:18]1[CH:17]=[C:16]([N:7]2[CH2:8][C:9]3[CH:14]=[N:13][C:12]([Cl:15])=[CH:11][C:10]=3[N:5]([C:1]([CH3:3])([CH3:2])[CH3:4])[C:6]2=[O:26])[CH:21]=[CH:20][C:19]=1[F:22]. The yield is 0.620. (2) The reactants are [CH3:1][C:2]1[CH:7]=[C:6]([CH3:8])[CH:5]=[C:4]([N+:9]([O-:11])=[O:10])[C:3]=1[N:12]([CH2:16][CH2:17][CH3:18])C(=O)C.OS(O)(=O)=O. The catalyst is O. The product is [CH3:1][C:2]1[CH:7]=[C:6]([CH3:8])[CH:5]=[C:4]([N+:9]([O-:11])=[O:10])[C:3]=1[NH:12][CH2:16][CH2:17][CH3:18]. The yield is 0.450. (3) The reactants are [CH3:1][C:2]1[C:6]2[C:7](=[O:19])[N:8]([CH2:11][CH2:12][N:13]3[CH2:18][CH2:17][O:16][CH2:15][CH2:14]3)[CH2:9][CH2:10][C:5]=2[NH:4][C:3]=1[CH:20]=O.[F:22][C:23]1[CH:24]=[C:25]2[C:29](=[CH:30][CH:31]=1)[NH:28][C:27](=[O:32])[CH2:26]2.N1CCCCC1. The catalyst is C(O)C. The product is [F:22][C:23]1[CH:24]=[C:25]2[C:29](=[CH:30][CH:31]=1)[NH:28][C:27](=[O:32])[C:26]2=[CH:20][C:3]1[NH:4][C:5]2[CH2:10][CH2:9][N:8]([CH2:11][CH2:12][N:13]3[CH2:14][CH2:15][O:16][CH2:17][CH2:18]3)[C:7](=[O:19])[C:6]=2[C:2]=1[CH3:1]. The yield is 0.380. (4) The reactants are N1C=C2C(N=CN2)=NC=1.[Cl:10][C:11]1[N:19]=[C:18]2[C:14]([NH:15][CH:16]=[N:17]2)=[C:13]([Cl:20])[N:12]=1.[CH3:21][C:22]1[CH:27]=[CH:26][C:25](B(O)O)=[CH:24][CH:23]=1.C(N(CC)CC)C. The catalyst is ClCCl. The product is [Cl:10][C:11]1[N:19]=[C:18]2[C:14]([N:15]=[CH:16][N:17]2[C:25]2[CH:26]=[CH:27][C:22]([CH3:21])=[CH:23][CH:24]=2)=[C:13]([Cl:20])[N:12]=1. The yield is 0.470. (5) The reactants are [C:1]([C:3]1[CH:4]=[C:5]([S:9](Cl)(=[O:11])=[O:10])[CH:6]=[CH:7][CH:8]=1)#[N:2].[Cl:13][C:14]1[CH:26]=[N:25][C:17]2[NH:18][C:19]3[CH2:24][CH2:23][NH:22][CH2:21][C:20]=3[C:16]=2[CH:15]=1.O. The catalyst is N1C=CC=CC=1. The product is [Cl:13][C:14]1[CH:26]=[N:25][C:17]2[NH:18][C:19]3[CH2:24][CH2:23][N:22]([S:9]([C:5]4[CH:4]=[C:3]([CH:8]=[CH:7][CH:6]=4)[C:1]#[N:2])(=[O:11])=[O:10])[CH2:21][C:20]=3[C:16]=2[CH:15]=1. The yield is 0.760. (6) The reactants are [N+:1]([C:4]1[CH:15]=[CH:14][C:7]2[C:8](=[O:13])[NH:9][CH2:10][CH2:11][O:12][C:6]=2[CH:5]=1)([O-])=O.CN(C=O)C. The catalyst is [Pd].C(O)C. The product is [NH2:1][C:4]1[CH:15]=[CH:14][C:7]2[C:8](=[O:13])[NH:9][CH2:10][CH2:11][O:12][C:6]=2[CH:5]=1. The yield is 0.350. (7) The reactants are [CH:1]([C:4]1[CH:9]=[CH:8][CH:7]=[C:6]([CH:10]([CH3:12])[CH3:11])[C:5]=1[N:13]1[CH2:17][C:16](=[NH:18])[N:15]([C:19]2[C:24]([CH:25]([CH3:27])[CH3:26])=[CH:23][CH:22]=[CH:21][C:20]=2[CH:28]([CH3:30])[CH3:29])[CH2:14]1)([CH3:3])[CH3:2].[Cl-:31].[Cl-].[Cl-].[CH:34]1([Ti+3:39])[CH:38]=[CH:37][CH:36]=[CH:35]1.C(N(CC)CC)C. The catalyst is C1(C)C=CC=CC=1. The product is [Cl-:31].[Cl-:31].[CH:34]1([Ti+2:39])[CH:38]=[CH:37][CH:36]=[CH:35]1.[CH:1]([C:4]1[CH:9]=[CH:8][CH:7]=[C:6]([CH:10]([CH3:12])[CH3:11])[C:5]=1[N:13]1[CH2:17][C:16](=[NH:18])[N:15]([C:19]2[C:20]([CH:28]([CH3:30])[CH3:29])=[CH:21][CH:22]=[CH:23][C:24]=2[CH:25]([CH3:27])[CH3:26])[CH2:14]1)([CH3:3])[CH3:2]. The yield is 0.890. (8) The reactants are [N:1]1[CH:6]=[CH:5][CH:4]=[CH:3][C:2]=1[C:7]1[CH:15]=[CH:14][C:10]([C:11]([OH:13])=O)=[CH:9][CH:8]=1.CCN=C=NCCCN(C)C.C1C=CC2N(O)N=NC=2C=1.CCN(CC)CC.[NH2:44][CH2:45][CH:46]([OH:58])[CH2:47][N:48]1[CH2:57][CH2:56][C:55]2[C:50](=[CH:51][CH:52]=[CH:53][CH:54]=2)[CH2:49]1. The catalyst is C(Cl)Cl. The product is [CH2:49]1[C:50]2[C:55](=[CH:54][CH:53]=[CH:52][CH:51]=2)[CH2:56][CH2:57][N:48]1[CH2:47][CH:46]([OH:58])[CH2:45][NH:44][C:11](=[O:13])[C:10]1[CH:9]=[CH:8][C:7]([C:2]2[CH:3]=[CH:4][CH:5]=[CH:6][N:1]=2)=[CH:15][CH:14]=1. The yield is 0.155.